Predict which catalyst facilitates the given reaction. From a dataset of Catalyst prediction with 721,799 reactions and 888 catalyst types from USPTO. (1) Reactant: [CH:1]1[C:13]2[CH:12]([CH2:14][O:15][C:16](=[O:27])[NH:17][CH:18]3[CH2:23][CH2:22][CH:21]([C:24](=[O:26])[CH3:25])[CH2:20][CH2:19]3)[C:11]3[C:6](=[CH:7][CH:8]=[CH:9][CH:10]=3)[C:5]=2[CH:4]=[CH:3][CH:2]=1.[Br:28]Br. Product: [CH:1]1[C:13]2[CH:12]([CH2:14][O:15][C:16](=[O:27])[NH:17][CH:18]3[CH2:23][CH2:22][CH:21]([C:24](=[O:26])[CH2:25][Br:28])[CH2:20][CH2:19]3)[C:11]3[C:6](=[CH:7][CH:8]=[CH:9][CH:10]=3)[C:5]=2[CH:4]=[CH:3][CH:2]=1. The catalyst class is: 5. (2) Reactant: [NH2:1][C:2]1[N:7]=[N:6][C:5]([C:8]([O:10][CH3:11])=[O:9])=[CH:4][CH:3]=1.CCN(CC)CC.Cl[C:20](Cl)([O:22]C(=O)OC(Cl)(Cl)Cl)Cl.O. Product: [N:1]([C:2]1[N:7]=[N:6][C:5]([C:8]([O:10][CH3:11])=[O:9])=[CH:4][CH:3]=1)=[C:20]=[O:22]. The catalyst class is: 11. (3) Reactant: [CH:1]1([NH:6][CH2:7][C:8]([F:15])([F:14])[C:9]([O:11][CH2:12][CH3:13])=[O:10])[CH2:5][CH2:4][CH2:3][CH2:2]1.C([O-])([O-])=O.[K+].[K+].[Cl:22][C:23]1[N:28]=[C:27](Cl)[C:26]([N+:30]([O-:32])=[O:31])=[CH:25][N:24]=1. Product: [Cl:22][C:23]1[N:28]=[C:27]([N:6]([CH:1]2[CH2:2][CH2:3][CH2:4][CH2:5]2)[CH2:7][C:8]([F:14])([F:15])[C:9]([O:11][CH2:12][CH3:13])=[O:10])[C:26]([N+:30]([O-:32])=[O:31])=[CH:25][N:24]=1. The catalyst class is: 21.